This data is from Reaction yield outcomes from USPTO patents with 853,638 reactions. The task is: Predict the reaction yield, written as a fraction of the theoretical maximum amount of product (1.0 means a 100% yield; for example, 0.34 means a 34% yield). (1) The reactants are [CH3:1][N:2]([CH3:19])[CH2:3][CH2:4][O:5][C:6]1[CH:11]=[CH:10][C:9]([NH2:12])=[CH:8][C:7]=1[C:13]1[N:14]([CH3:18])[N:15]=[CH:16][CH:17]=1.[F:20][C:21]1[CH:26]=[CH:25][C:24]([N:27]=[C:28]=[O:29])=[CH:23][CH:22]=1. The product is [CH3:1][N:2]([CH3:19])[CH2:3][CH2:4][O:5][C:6]1[CH:11]=[CH:10][C:9]([NH:12][C:28]([NH:27][C:24]2[CH:25]=[CH:26][C:21]([F:20])=[CH:22][CH:23]=2)=[O:29])=[CH:8][C:7]=1[C:13]1[N:14]([CH3:18])[N:15]=[CH:16][CH:17]=1. The yield is 0.664. No catalyst specified. (2) The reactants are C(N(CC)CC)C.[Br:8][C:9]1[CH:10]=[C:11]([CH:14]=[CH:15][CH:16]=1)[CH2:12]Br.[CH3:17][N:18]([CH2:36][CH2:37][C:38]1[CH:43]=[CH:42][CH:41]=[CH:40][N:39]=1)[CH2:19][CH2:20][CH2:21][N:22]1[C:26]2[CH:27]=[CH:28][C:29]([C:31]([O:33][CH3:34])=[O:32])=[CH:30][C:25]=2[NH:24][C:23]1=[S:35]. The catalyst is O1CCCC1.C(OCC)(=O)C.O. The product is [Br:8][C:9]1[CH:10]=[C:11]([CH:14]=[CH:15][CH:16]=1)[CH2:12][S:35][C:23]1[N:22]([CH2:21][CH2:20][CH2:19][N:18]([CH3:17])[CH2:36][CH2:37][C:38]2[CH:43]=[CH:42][CH:41]=[CH:40][N:39]=2)[C:26]2[CH:27]=[CH:28][C:29]([C:31]([O:33][CH3:34])=[O:32])=[CH:30][C:25]=2[N:24]=1. The yield is 0.700. (3) The reactants are [H-].[Na+].[Br:3][C:4]1[NH:8][N:7]=[C:6]([N+:9]([O-:11])=[O:10])[N:5]=1.[CH3:12]I.O. The catalyst is CN(C)C=O. The product is [Br:3][C:4]1[N:8]([CH3:12])[N:7]=[C:6]([N+:9]([O-:11])=[O:10])[N:5]=1. The yield is 0.600. (4) The yield is 0.908. The catalyst is CN(C=O)C. The product is [NH2:29][C:26]1[CH:27]=[CH:28][C:23]([CH:2]([C:3]([O:5][C:6]([CH3:7])([CH3:8])[CH3:9])=[O:4])[C:1]([O:11][C:12]([CH3:15])([CH3:14])[CH3:13])=[O:10])=[CH:24][CH:25]=1. The reactants are [C:1]([O:11][C:12]([CH3:15])([CH3:14])[CH3:13])(=[O:10])[CH2:2][C:3]([O:5][C:6]([CH3:9])([CH3:8])[CH3:7])=[O:4].CC(C)([O-])C.[K+].Br[C:23]1[CH:28]=[CH:27][C:26]([N+:29]([O-])=O)=[CH:25][CH:24]=1.